This data is from Forward reaction prediction with 1.9M reactions from USPTO patents (1976-2016). The task is: Predict the product of the given reaction. The product is: [Br:18][C:19]1[CH:24]=[CH:23][C:22]([CH2:25][N:14]2[CH:13]=[C:12]3[N:17]=[C:9]([C:3]4[CH:4]=[CH:5][CH:6]=[C:7]([F:8])[C:2]=4[F:1])[N:10]=[C:11]3[CH:16]=[N:15]2)=[CH:21][C:20]=1[N+:27]([O-:29])=[O:28]. Given the reactants [F:1][C:2]1[C:7]([F:8])=[CH:6][CH:5]=[CH:4][C:3]=1[C:9]1[N:17]=[C:12]2[CH:13]=[N:14][NH:15][CH:16]=[C:11]2[N:10]=1.[Br:18][C:19]1[CH:24]=[CH:23][C:22]([CH2:25]Br)=[CH:21][C:20]=1[N+:27]([O-:29])=[O:28], predict the reaction product.